Dataset: Full USPTO retrosynthesis dataset with 1.9M reactions from patents (1976-2016). Task: Predict the reactants needed to synthesize the given product. (1) Given the product [Cl:27][CH2:26][CH2:25][CH2:24][O:11][C:6]1[C:7]([O:9][CH3:10])=[CH:8][C:3]([C:1]#[N:2])=[C:4]([N:12]=[CH:13][N:14]([CH3:15])[CH3:16])[CH:5]=1, predict the reactants needed to synthesize it. The reactants are: [C:1]([C:3]1[CH:8]=[C:7]([O:9][CH3:10])[C:6]([OH:11])=[CH:5][C:4]=1[N:12]=[CH:13][N:14]([CH3:16])[CH3:15])#[N:2].C(=O)([O-])[O-].[Cs+].[Cs+].Br[CH2:24][CH2:25][CH2:26][Cl:27]. (2) The reactants are: [CH3:1][C:2]1[CH:7]=[C:6]([C:8](=[O:11])[CH2:9][CH3:10])[CH:5]=[CH:4][C:3]=1B(O)O.Br[C:16]1[CH:21]=[C:20]([N+:22]([O-:24])=[O:23])[CH:19]=[CH:18][C:17]=1[CH3:25].C(=O)([O-])[O-].[K+].[K+]. Given the product [CH3:1][C:2]1[CH:7]=[C:6]([C:8](=[O:11])[CH2:9][CH3:10])[CH:5]=[CH:4][C:3]=1[C:16]1[CH:21]=[C:20]([N+:22]([O-:24])=[O:23])[CH:19]=[CH:18][C:17]=1[CH3:25], predict the reactants needed to synthesize it. (3) Given the product [Cl:22][C:20]1[CH:19]=[CH:18][C:17]([O:23][C:24]([CH3:25])([CH3:26])[C:27]([NH:57][S:54]([CH3:53])(=[O:56])=[O:55])=[O:29])=[C:16]([CH:15]2[CH2:14][C:13](=[O:30])[NH:12][CH:11]([C:31]3[C:36]([CH3:37])=[CH:35][CH:34]=[C:33]([F:38])[C:32]=3[F:39])[C:10]32[C:5]2[C:6](=[CH:7][C:2]([Cl:1])=[CH:3][CH:4]=2)[NH:8][C:9]3=[O:40])[CH:21]=1, predict the reactants needed to synthesize it. The reactants are: [Cl:1][C:2]1[CH:7]=[C:6]2[NH:8][C:9](=[O:40])[C:10]3([CH:15]([C:16]4[CH:21]=[C:20]([Cl:22])[CH:19]=[CH:18][C:17]=4[O:23][C:24]([C:27]([OH:29])=O)([CH3:26])[CH3:25])[CH2:14][C:13](=[O:30])[NH:12][CH:11]3[C:31]3[C:36]([CH3:37])=[CH:35][CH:34]=[C:33]([F:38])[C:32]=3[F:39])[C:5]2=[CH:4][CH:3]=1.C1N=CN(C(N2C=NC=C2)=O)C=1.[CH3:53][S:54]([NH2:57])(=[O:56])=[O:55].[H-].[Na+].Cl. (4) Given the product [Br:23][CH2:2][C:1]([C:4]1[CH:5]=[C:6]([NH:16][C:17](=[O:22])[C:18]([F:21])([F:19])[F:20])[CH:7]=[C:8]([S:10]([F:14])([F:15])([F:13])([F:12])[F:11])[CH:9]=1)=[O:3], predict the reactants needed to synthesize it. The reactants are: [C:1]([C:4]1[CH:5]=[C:6]([NH:16][C:17](=[O:22])[C:18]([F:21])([F:20])[F:19])[CH:7]=[C:8]([S:10]([F:15])([F:14])([F:13])([F:12])[F:11])[CH:9]=1)(=[O:3])[CH3:2].[Br:23]Br. (5) Given the product [F:8][C:9]1[CH:10]=[CH:11][C:12]([O:13][CH2:14][C@H:15]2[CH2:24][N:19]3[CH2:20][CH2:21][N:22]([C:2]4[N:7]=[CH:6][CH:5]=[CH:4][N:3]=4)[CH2:23][C@@H:18]3[CH2:17][CH2:16]2)=[CH:25][CH:26]=1, predict the reactants needed to synthesize it. The reactants are: Cl[C:2]1[N:7]=[CH:6][CH:5]=[CH:4][N:3]=1.[F:8][C:9]1[CH:26]=[CH:25][C:12]([O:13][CH2:14][C@H:15]2[CH2:24][N:19]3[CH2:20][CH2:21][NH:22][CH2:23][C@@H:18]3[CH2:17][CH2:16]2)=[CH:11][CH:10]=1.Cl.